Regression/Classification. Given an antibody's heavy chain and light chain sequences, predict its developability. TAP uses regression for 5 developability metrics; SAbDab uses binary classification. From a dataset of Antibody developability classification from SAbDab with 2,409 antibodies. The antibody is ['EVKLQESGAGLVQPSQSLSLTCSVTGYSITSGYYWNWIRLFPGNKLEWVGYISNVGDNNYNPSLKDRLSITRDTSKNQFFLKLNSVTTEDTATYYCARSEYYSVTGYAMDYWGQGTTVTVSS', 'PROT_E8F7C15D']. Result: 0 (not developable).